This data is from Aqueous solubility values for 9,982 compounds from the AqSolDB database. The task is: Regression/Classification. Given a drug SMILES string, predict its absorption, distribution, metabolism, or excretion properties. Task type varies by dataset: regression for continuous measurements (e.g., permeability, clearance, half-life) or binary classification for categorical outcomes (e.g., BBB penetration, CYP inhibition). For this dataset (solubility_aqsoldb), we predict Y. (1) The drug is CCCC1(CC)C(=O)NC(=S)NC1=O. The Y is -2.80 log mol/L. (2) The drug is COC(=O)COCO. The Y is 0.920 log mol/L.